Dataset: Peptide-MHC class I binding affinity with 185,985 pairs from IEDB/IMGT. Task: Regression. Given a peptide amino acid sequence and an MHC pseudo amino acid sequence, predict their binding affinity value. This is MHC class I binding data. The binding affinity (normalized) is 0.486. The peptide sequence is MSWESTAEY. The MHC is SLA-10401 with pseudo-sequence SLA-10401.